From a dataset of Reaction yield outcomes from USPTO patents with 853,638 reactions. Predict the reaction yield, written as a fraction of the theoretical maximum amount of product (1.0 means a 100% yield; for example, 0.34 means a 34% yield). (1) The reactants are [Cl:1][C:2]1[N:3]=[C:4]([C:9]2[CH:10]=[N:11][CH:12]=[CH:13][CH:14]=2)[S:5][C:6]=1[NH:7][CH3:8].N1C=CC=CC=1.[CH3:21][CH:22]([CH2:26][S:27][CH3:28])[C:23](Cl)=[O:24]. The catalyst is ClC(Cl)C.O. The product is [Cl:1][C:2]1[N:3]=[C:4]([C:9]2[CH:10]=[N:11][CH:12]=[CH:13][CH:14]=2)[S:5][C:6]=1[N:7]([CH3:8])[C:23](=[O:24])[CH:22]([CH3:21])[CH2:26][S:27][CH3:28]. The yield is 0.840. (2) The reactants are [F:1][C:2]([F:14])([F:13])[C:3](=O)[CH2:4][C:5]([C:7]1[O:8][CH:9]=[CH:10][CH:11]=1)=O.[Cl:15][C:16]1[C:17]([NH:23][NH2:24])=[N:18][CH:19]=[C:20]([Cl:22])[CH:21]=1. The catalyst is C(O)(=O)C. The product is [Cl:15][C:16]1[C:17]([N:23]2[C:5]([C:7]3[O:8][CH:9]=[CH:10][CH:11]=3)=[CH:4][C:3]([C:2]([F:14])([F:13])[F:1])=[N:24]2)=[N:18][CH:19]=[C:20]([Cl:22])[CH:21]=1. The yield is 0.610.